Task: Predict which catalyst facilitates the given reaction.. Dataset: Catalyst prediction with 721,799 reactions and 888 catalyst types from USPTO (1) Reactant: [CH2:1]([O:3][C:4]([C:6]1[S:10][C:9]([Br:11])=[N:8][C:7]=1[CH3:12])=[O:5])[CH3:2].[Br:13]N1C(=O)CCC1=O. Product: [CH2:1]([O:3][C:4]([C:6]1[S:10][C:9]([Br:11])=[N:8][C:7]=1[CH2:12][Br:13])=[O:5])[CH3:2]. The catalyst class is: 340. (2) Product: [Cl:3][C:4]1[C:10]([C:11]([F:12])([F:13])[F:14])=[CH:9][C:8]([I:1])=[C:6]([CH:5]=1)[NH2:7]. The catalyst class is: 15. Reactant: [I:1]Cl.[Cl:3][C:4]1[CH:5]=[C:6]([CH:8]=[CH:9][C:10]=1[C:11]([F:14])([F:13])[F:12])[NH2:7].O.O.O.C([O-])(=O)C.[Na+].C(=O)(O)[O-].[Na+].S([O-])([O-])=O.[Na+].[Na+]. (3) Reactant: [CH3:1][O:2][C:3](=[O:11])[C:4]1[CH:9]=[CH:8][CH:7]=[C:6]([OH:10])[CH:5]=1.C([O-])([O-])=O.[K+].[K+].Cl[CH2:19][C:20]([CH3:22])=[CH2:21]. Product: [CH3:1][O:2][C:3](=[O:11])[C:4]1[CH:9]=[CH:8][CH:7]=[C:6]([O:10][CH2:21][C:20]([CH3:22])=[CH2:19])[CH:5]=1. The catalyst class is: 21. (4) Reactant: [Cl:1][C:2]1[C:7]([C:8]2[CH:13]=[CH:12][CH:11]=[CH:10][CH:9]=2)=[N:6][N:5]=[C:4]2[NH:14][N:15]=[C:16]([C:17]3[CH:22]=[CH:21][CH:20]=[C:19]([F:23])[CH:18]=3)[C:3]=12.[O:24]1[CH2:29][CH2:28][N:27]([CH2:30][CH2:31]O)[CH2:26][CH2:25]1.N(C(OCC)=O)=NC(OCC)=O.C1(P(C2C=CC=CC=2)C2C=CC=CC=2)C=CC=CC=1. Product: [Cl:1][C:2]1[C:7]([C:8]2[CH:13]=[CH:12][CH:11]=[CH:10][CH:9]=2)=[N:6][N:5]=[C:4]2[N:14]([CH2:31][CH2:30][N:27]3[CH2:28][CH2:29][O:24][CH2:25][CH2:26]3)[N:15]=[C:16]([C:17]3[CH:22]=[CH:21][CH:20]=[C:19]([F:23])[CH:18]=3)[C:3]=12. The catalyst class is: 12. (5) Reactant: [CH3:1][C:2]1([CH3:14])[C:6]([CH3:8])([CH3:7])[O:5][B:4]([C:9]2[CH:10]=[N:11][NH:12][CH:13]=2)[O:3]1.N(/C(OC(C)C)=O)=N\C(OC(C)C)=O.C1(P(C2C=CC=CC=2)C2C=CC=CC=2)C=CC=CC=1.O[CH2:49][CH2:50][N:51]([CH3:59])[C:52](=[O:58])[O:53][C:54]([CH3:57])([CH3:56])[CH3:55]. Product: [CH3:59][N:51]([CH2:50][CH2:49][N:12]1[CH:13]=[C:9]([B:4]2[O:5][C:6]([CH3:7])([CH3:8])[C:2]([CH3:14])([CH3:1])[O:3]2)[CH:10]=[N:11]1)[C:52](=[O:58])[O:53][C:54]([CH3:55])([CH3:57])[CH3:56]. The catalyst class is: 1. (6) Reactant: [CH:1]1([C:6]2[C:14]3[C:9](=[CH:10][CH:11]=[CH:12][CH:13]=3)[N:8]([S:15]([C:18]3[CH:34]=[CH:33][C:21]([C:22]([NH:24][CH2:25][C:26]4[CH:31]=[CH:30][C:29]([F:32])=[CH:28][CH:27]=4)=[O:23])=[CH:20][CH:19]=3)(=[O:17])=[O:16])[CH:7]=2)[CH2:5][CH2:4][CH2:3][CH2:2]1.[BH3-]C#N.[Na+].CCOC(C)=O. Product: [CH:1]1([CH:6]2[C:14]3[C:9](=[CH:10][CH:11]=[CH:12][CH:13]=3)[N:8]([S:15]([C:18]3[CH:19]=[CH:20][C:21]([C:22]([NH:24][CH2:25][C:26]4[CH:31]=[CH:30][C:29]([F:32])=[CH:28][CH:27]=4)=[O:23])=[CH:33][CH:34]=3)(=[O:16])=[O:17])[CH2:7]2)[CH2:5][CH2:4][CH2:3][CH2:2]1. The catalyst class is: 484. (7) Reactant: Cl[C:2]([C:14]1[CH:19]=[CH:18][C:17]([Br:20])=[CH:16][CH:15]=1)=[N:3][N:4]=[C:5](Cl)[C:6]1[CH:11]=[CH:10][C:9]([Br:12])=[CH:8][CH:7]=1.[Br:21][C:22]1[CH:28]=[CH:27][C:25]([NH2:26])=[CH:24][CH:23]=1.CN(C)C1C=CC=CC=1. Product: [Br:20][C:17]1[CH:18]=[CH:19][C:14]([C:2]2[N:26]([C:25]3[CH:27]=[CH:28][C:22]([Br:21])=[CH:23][CH:24]=3)[C:5]([C:6]3[CH:11]=[CH:10][C:9]([Br:12])=[CH:8][CH:7]=3)=[N:4][N:3]=2)=[CH:15][CH:16]=1. The catalyst class is: 33.